Dataset: Catalyst prediction with 721,799 reactions and 888 catalyst types from USPTO. Task: Predict which catalyst facilitates the given reaction. (1) Reactant: C([Si](C)(C)O[Si](C)(C)[CH:6]=[CH2:7])=C.C[Si](C)(C)[O-].[K+].I[C:19]1[CH:24]=[CH:23][CH:22]=[CH:21][C:20]=1[O:25][CH3:26]. Product: [CH3:26][O:25][C:20]1[CH:21]=[CH:22][CH:23]=[CH:24][C:19]=1[CH:6]=[CH2:7]. The catalyst class is: 443. (2) Reactant: [C:1]([O:6][CH3:7])(=[O:5])[C:2](C)=[CH2:3].[C:8]([O:13]CC)(=[O:12])[C:9](C)=[CH2:10].[C:16]([O:21][CH2:22][CH2:23][CH2:24][CH3:25])(=[O:20])[C:17](C)=[CH2:18].[C:26]([OH:30])(=[O:29])[CH:27]=[CH2:28]. Product: [C:1]([OH:6])(=[O:5])[CH:2]=[CH2:3].[C:8]([OH:13])(=[O:12])[CH:9]=[CH2:10].[C:16]([OH:21])(=[O:20])[CH:17]=[CH2:18].[CH2:1]([C:23]([CH2:22][OH:21])([CH2:26][OH:29])[CH2:24][CH3:25])[OH:5].[C:26]([OH:30])(=[O:29])[CH:27]=[CH2:28].[C:1]([OH:6])(=[O:5])[CH:2]=[CH2:3].[C:1]([OH:6])(=[O:5])[CH:2]=[CH2:3].[CH2:8]([C:27]([CH2:26][OH:30])([CH2:28][OH:20])[CH2:7][OH:6])[OH:12]. The catalyst class is: 11. (3) Reactant: C([Li])CCC.[C:6]([O:10][C:11](=[O:37])[N:12]([C:14]1[CH:19]=[C:18]([CH3:20])[C:17]([CH2:21][CH2:22][S:23]([N:26]2[CH2:35][CH2:34][C:29]3([O:33][CH2:32][CH2:31][O:30]3)[CH2:28][CH2:27]2)(=[O:25])=[O:24])=[C:16]([CH3:36])[CH:15]=1)[CH3:13])([CH3:9])([CH3:8])[CH3:7].Br[CH2:39][CH2:40][Cl:41].[Cl-].[NH4+]. Product: [C:6]([O:10][C:11](=[O:37])[N:12]([C:14]1[CH:19]=[C:18]([CH3:20])[C:17]([CH2:21][CH:22]([S:23]([N:26]2[CH2:27][CH2:28][C:29]3([O:33][CH2:32][CH2:31][O:30]3)[CH2:34][CH2:35]2)(=[O:24])=[O:25])[CH2:39][CH2:40][Cl:41])=[C:16]([CH3:36])[CH:15]=1)[CH3:13])([CH3:9])([CH3:8])[CH3:7]. The catalyst class is: 1. (4) Reactant: [C:1]1([CH3:12])[CH:6]=[CH:5][C:4]([CH:7]2[CH2:9][CH:8]2[CH2:10][OH:11])=[CH:3][CH:2]=1.C1C=C[NH+]=CC=1.[O-][Cr](Cl)(=O)=O.CC(=O)OCC. Product: [C:1]1([CH3:12])[CH:2]=[CH:3][C:4]([CH:7]2[CH2:9][CH:8]2[CH:10]=[O:11])=[CH:5][CH:6]=1. The catalyst class is: 2. (5) Product: [CH3:1][O:2][C:3]1[CH:8]=[CH:7][CH:6]=[C:5]([O:9][CH3:10])[C:4]=1[S:25][CH3:24]. Reactant: [CH3:1][O:2][C:3]1[CH:8]=[CH:7][CH:6]=[C:5]([O:9][CH3:10])[CH:4]=1.CN(CCN(C)C)C.[Li]CCCC.[CH3:24][S:25]SC.S(=O)(=O)(O)O. The catalyst class is: 28. (6) The catalyst class is: 3. Product: [Cl:1][C:2]1[C:3]([NH:23][C:24]2[CH:28]=[C:27]([CH3:29])[NH:26][N:25]=2)=[N:4][C:5]([NH:8][C:9]2[C:10]([F:22])=[CH:11][C:12]([CH:16]3[CH2:17][CH2:18][N:19]([C:40](=[O:41])[CH2:39][N:38]([CH3:43])[CH3:37])[CH2:20][CH2:21]3)=[C:13]([CH3:15])[CH:14]=2)=[N:6][CH:7]=1. Reactant: [Cl:1][C:2]1[C:3]([NH:23][C:24]2[CH:28]=[C:27]([CH3:29])[NH:26][N:25]=2)=[N:4][C:5]([NH:8][C:9]2[CH:14]=[C:13]([CH3:15])[C:12]([CH:16]3[CH2:21][CH2:20][NH:19][CH2:18][CH2:17]3)=[CH:11][C:10]=2[F:22])=[N:6][CH:7]=1.C(N(CC)CC)C.[CH3:37][N:38]([CH3:43])[CH2:39][C:40](Cl)=[O:41].